Dataset: Catalyst prediction with 721,799 reactions and 888 catalyst types from USPTO. Task: Predict which catalyst facilitates the given reaction. (1) Reactant: Br[C:2]1[CH:3]=[C:4]([S:9][C:10]([F:13])([F:12])[F:11])[C:5]([NH2:8])=[N:6][CH:7]=1.[B:14]1([B:14]2[O:18][C:17]([CH3:20])([CH3:19])[C:16]([CH3:22])([CH3:21])[O:15]2)[O:18][C:17]([CH3:20])([CH3:19])[C:16]([CH3:22])([CH3:21])[O:15]1.C1(P(C2CCCCC2)C2CCCCC2)CCCCC1.C([O-])(=O)C.[K+]. Product: [CH3:21][C:16]1([CH3:22])[C:17]([CH3:20])([CH3:19])[O:18][B:14]([C:2]2[CH:3]=[C:4]([S:9][C:10]([F:13])([F:12])[F:11])[C:5]([NH2:8])=[N:6][CH:7]=2)[O:15]1. The catalyst class is: 62. (2) Reactant: [NH:1]1[C:10]2[C:5](=[CH:6][CH:7]=[CH:8][CH:9]=2)[CH2:4][CH2:3][C:2]1=[O:11].[H-].[Na+].[CH3:14][O:15][C:16]1[CH:23]=[CH:22][C:19]([CH2:20]Cl)=[CH:18][CH:17]=1. Product: [CH3:14][O:15][C:16]1[CH:23]=[CH:22][C:19]([CH2:20][N:1]2[C:10]3[C:5](=[CH:6][CH:7]=[CH:8][CH:9]=3)[CH2:4][CH2:3][C:2]2=[O:11])=[CH:18][CH:17]=1. The catalyst class is: 3. (3) Reactant: O1[C:5]2([CH2:10][CH2:9][CH:8]([O:11][C:12]3[CH:13]=[C:14]4[C:19](=[CH:20][CH:21]=3)[O:18][CH:17]([C:22]3[CH:27]=[CH:26][CH:25]=[CH:24][CH:23]=3)[CH2:16][CH2:15]4)[CH2:7][CH2:6]2)[O:4]CC1.Cl. Product: [C:22]1([CH:17]2[CH2:16][CH2:15][C:14]3[C:19](=[CH:20][CH:21]=[C:12]([O:11][CH:8]4[CH2:9][CH2:10][C:5](=[O:4])[CH2:6][CH2:7]4)[CH:13]=3)[O:18]2)[CH:23]=[CH:24][CH:25]=[CH:26][CH:27]=1. The catalyst class is: 54. (4) The catalyst class is: 1. Product: [Cl:15][C:11]1[CH:10]=[C:9]([NH:8][C:4]2[N:3]=[C:2]([NH:16][CH2:17][C@@H:18]3[CH2:22][CH2:21][CH2:20][N:19]3[C:23]([O:25][C:26]([CH3:29])([CH3:28])[CH3:27])=[O:24])[CH:7]=[CH:6][N:5]=2)[CH:14]=[CH:13][CH:12]=1. Reactant: Cl[C:2]1[CH:7]=[CH:6][N:5]=[C:4]([NH:8][C:9]2[CH:14]=[CH:13][CH:12]=[C:11]([Cl:15])[CH:10]=2)[N:3]=1.[NH2:16][CH2:17][C@@H:18]1[CH2:22][CH2:21][CH2:20][N:19]1[C:23]([O:25][C:26]([CH3:29])([CH3:28])[CH3:27])=[O:24].C(N(C(C)C)CC)(C)C. (5) Reactant: [Br:1][C:2]1[C:11]2[C:6](=[CH:7][CH:8]=[CH:9][CH:10]=2)[C:5](Cl)=[N:4][CH:3]=1.[CH3:13][O-:14].[Na+]. Product: [Br:1][C:2]1[C:11]2[C:6](=[CH:7][CH:8]=[CH:9][CH:10]=2)[C:5]([O:14][CH3:13])=[N:4][CH:3]=1. The catalyst class is: 24. (6) Reactant: [CH3:1][C:2]1([CH3:15])[C:14]2[C:9](=[N:10][CH:11]=[CH:12][CH:13]=2)[C:8]2[C:3]1=[CH:4][CH:5]=[CH:6][CH:7]=2.[Br:16]Br.O. Product: [Br:16][C:5]1[CH:4]=[C:3]2[C:8](=[CH:7][CH:6]=1)[C:9]1=[N:10][CH:11]=[CH:12][CH:13]=[C:14]1[C:2]2([CH3:15])[CH3:1]. The catalyst class is: 22. (7) Reactant: [Br:1][C:2]1[CH:7]=[CH:6][C:5]([C:8](=[NH:12])OCC)=[CH:4][CH:3]=1.[NH2:13][NH:14][CH:15]=O. Product: [Br:1][C:2]1[CH:3]=[CH:4][C:5]([C:8]2[N:12]=[CH:15][NH:14][N:13]=2)=[CH:6][CH:7]=1. The catalyst class is: 113.